Dataset: NCI-60 drug combinations with 297,098 pairs across 59 cell lines. Task: Regression. Given two drug SMILES strings and cell line genomic features, predict the synergy score measuring deviation from expected non-interaction effect. (1) Drug 1: CC(CN1CC(=O)NC(=O)C1)N2CC(=O)NC(=O)C2. Drug 2: C1=NC2=C(N1)C(=S)N=C(N2)N. Cell line: RPMI-8226. Synergy scores: CSS=61.7, Synergy_ZIP=-1.31, Synergy_Bliss=0.230, Synergy_Loewe=-12.0, Synergy_HSA=1.99. (2) Drug 1: CC=C1C(=O)NC(C(=O)OC2CC(=O)NC(C(=O)NC(CSSCCC=C2)C(=O)N1)C(C)C)C(C)C. Drug 2: CCC1=C2CN3C(=CC4=C(C3=O)COC(=O)C4(CC)O)C2=NC5=C1C=C(C=C5)O. Cell line: LOX IMVI. Synergy scores: CSS=54.0, Synergy_ZIP=-4.71, Synergy_Bliss=-3.16, Synergy_Loewe=-3.85, Synergy_HSA=-1.25.